Dataset: Catalyst prediction with 721,799 reactions and 888 catalyst types from USPTO. Task: Predict which catalyst facilitates the given reaction. (1) Reactant: Cl.[NH2:2][C:3]1[N:8]=[CH:7][C:6](/[CH:9]=[CH:10]/[C:11]([OH:13])=O)=[C:5]([CH3:14])[CH:4]=1.CCN(CC)CC.[CH3:22][N:23]1[C:31]2[C:26](=[CH:27][CH:28]=[CH:29][CH:30]=2)[CH:25]=[C:24]1[CH2:32][NH:33][CH3:34].C1C=CC2N(O)N=NC=2C=1.O.C1CCC(N=C=NC2CCCCC2)CC1. Product: [NH2:2][C:3]1[N:8]=[CH:7][C:6](/[CH:9]=[CH:10]/[C:11]([N:33]([CH3:34])[CH2:32][C:24]2[N:23]([CH3:22])[C:31]3[C:26]([CH:25]=2)=[CH:27][CH:28]=[CH:29][CH:30]=3)=[O:13])=[C:5]([CH3:14])[CH:4]=1. The catalyst class is: 85. (2) Reactant: CN(C(ON1N=NC2C=CC=NC1=2)=[N+](C)C)C.F[P-](F)(F)(F)(F)F.[C:25]([O:29][C:30]([CH3:33])([CH3:32])[CH3:31])(=[O:28])[NH:26][NH2:27].CCN(C(C)C)C(C)C.[CH3:43][C:44]([CH3:74])([CH3:73])[CH:45]([C:52]1[CH:60]=[C:59]([O:61][CH2:62][C:63]2[CH:72]=[CH:71][C:70]3[C:65](=[CH:66][CH:67]=[CH:68][CH:69]=3)[N:64]=2)[CH:58]=[CH:57][C:53]=1[C:54](O)=[O:55])[C:46]1[CH:51]=[CH:50][CH:49]=[CH:48][CH:47]=1. Product: [C:30]([O:29][C:25]([NH:26][NH:27][C:54](=[O:55])[C:53]1[CH:57]=[CH:58][C:59]([O:61][CH2:62][C:63]2[CH:72]=[CH:71][C:70]3[C:65](=[CH:66][CH:67]=[CH:68][CH:69]=3)[N:64]=2)=[CH:60][C:52]=1[CH:45]([C:46]1[CH:47]=[CH:48][CH:49]=[CH:50][CH:51]=1)[C:44]([CH3:74])([CH3:73])[CH3:43])=[O:28])([CH3:33])([CH3:32])[CH3:31]. The catalyst class is: 18. (3) Reactant: Cl[C:2]1[CH:18]=[CH:17]C(C(F)(F)F)=[CH:15][C:3]=1[C:4](N[C@H]1CC[C@H:10]([CH:13]=[O:14])CC1)=O.NC1C=NC=C(C)C=1.[C:31](O[BH-](OC(=O)C)OC(=O)C)(=[O:33])[CH3:32].[Na+]. Product: [CH3:32][CH2:31][O:33][C:13]([CH3:10])=[O:14].[CH3:17][CH2:18][CH2:2][CH:3]([CH3:15])[CH3:4]. The catalyst class is: 2. (4) Reactant: [CH3:1][N:2]1[CH2:6][CH2:5][NH:4][C:3]1=[O:7].[H-].[Na+].Cl[CH2:11][C:12]1[C:17]([CH2:18][CH3:19])=[N:16][C:15]2[N:20]([CH2:23][CH3:24])[N:21]=[CH:22][C:14]=2[C:13]=1[NH:25][CH:26]1[CH2:31][CH2:30][O:29][CH2:28][CH2:27]1. Product: [CH2:23]([N:20]1[C:15]2=[N:16][C:17]([CH2:18][CH3:19])=[C:12]([CH2:11][N:4]3[CH2:5][CH2:6][N:2]([CH3:1])[C:3]3=[O:7])[C:13]([NH:25][CH:26]3[CH2:31][CH2:30][O:29][CH2:28][CH2:27]3)=[C:14]2[CH:22]=[N:21]1)[CH3:24]. The catalyst class is: 3. (5) Reactant: Cl.[N:2]1[C:11]2[NH:10][CH2:9][CH2:8][CH2:7][C:6]=2[CH:5]=[CH:4][C:3]=1[CH2:12][CH2:13][CH2:14][CH2:15][C:16]([OH:18])=O.C(Cl)CCl.C1C=CC2N([OH:32])N=NC=2C=1.C[N:34]1[CH2:39][CH2:38]OCC1.CN([CH:43]=[O:44])C. Product: [N:2]1[C:11]2[NH:10][CH2:9][CH2:8][CH2:7][C:6]=2[CH:5]=[CH:4][C:3]=1[CH2:12][CH2:13][CH2:14][CH2:15][C:16]([NH:34][CH2:39][CH2:38][C:43]([OH:44])=[O:32])=[O:18]. The catalyst class is: 13. (6) Reactant: Cl[C:2]1[N:3]=[N:4][C:5]([Cl:14])=[CH:6][C:7]=1[N:8]1[CH2:13][CH2:12][O:11][CH2:10][CH2:9]1.[O-:15][CH2:16][CH3:17].[Na+]. Product: [Cl:14][C:5]1[N:4]=[N:3][C:2]([O:15][CH2:16][CH3:17])=[C:7]([N:8]2[CH2:13][CH2:12][O:11][CH2:10][CH2:9]2)[CH:6]=1. The catalyst class is: 14. (7) Reactant: C([O:3][C:4](=O)[NH:5][CH2:6][C:7]([CH3:19])([C:9]1[CH:14]=[CH:13][C:12]([C:15]([F:18])([F:17])[F:16])=[CH:11][CH:10]=1)[CH3:8])C.O=P12OP3(OP(OP(O3)(O1)=O)(=O)O2)=O. The catalyst class is: 265. Product: [CH3:8][C:7]1([CH3:19])[C:9]2[C:14](=[CH:13][C:12]([C:15]([F:18])([F:17])[F:16])=[CH:11][CH:10]=2)[C:4](=[O:3])[NH:5][CH2:6]1. (8) Reactant: [NH:1]1[CH2:9][CH2:8][CH:4]([C:5]([OH:7])=[O:6])[CH2:3][CH2:2]1.[CH2:10]([O:17][C:18](Cl)=[O:19])[C:11]1[CH:16]=[CH:15][CH:14]=[CH:13][CH:12]=1. Product: [CH2:10]([O:17][C:18]([N:1]1[CH2:9][CH2:8][CH:4]([C:5]([OH:7])=[O:6])[CH2:3][CH2:2]1)=[O:19])[C:11]1[CH:16]=[CH:15][CH:14]=[CH:13][CH:12]=1. The catalyst class is: 74. (9) Reactant: Br[CH2:2][CH2:3][Si:4]([CH2:7][CH2:8]Br)([CH3:6])[CH3:5].[NH2:10][C:11]1[CH:23]=[CH:22][C:14]([C:15]([O:17][C:18]([CH3:21])([CH3:20])[CH3:19])=[O:16])=[CH:13][CH:12]=1.[OH-].[Na+]. Product: [CH3:5][Si:4]1([CH3:6])[CH2:7][CH2:8][N:10]([C:11]2[CH:23]=[CH:22][C:14]([C:15]([O:17][C:18]([CH3:19])([CH3:20])[CH3:21])=[O:16])=[CH:13][CH:12]=2)[CH2:2][CH2:3]1. The catalyst class is: 22.